Dataset: Reaction yield outcomes from USPTO patents with 853,638 reactions. Task: Predict the reaction yield, written as a fraction of the theoretical maximum amount of product (1.0 means a 100% yield; for example, 0.34 means a 34% yield). (1) The reactants are [Cl:1][C:2]1[C:3]2[CH:13]=[C:12]([O:14][CH2:15][C:16]3[CH:21]=[CH:20][CH:19]=[CH:18][CH:17]=3)[CH:11]=[CH:10][C:4]=2[S:5][C:6]=1[C:7](Cl)=[O:8].CCN(CC)CC.[CH3:29][OH:30]. The yield is 0.770. The product is [CH2:15]([O:14][C:12]1[CH:11]=[CH:10][C:4]2[S:5][C:6]([C:7]([O:30][CH3:29])=[O:8])=[C:2]([Cl:1])[C:3]=2[CH:13]=1)[C:16]1[CH:21]=[CH:20][CH:19]=[CH:18][CH:17]=1. No catalyst specified. (2) The reactants are [CH3:1][N:2]1[C:10]2[C:5](=[CH:6][CH:7]=[CH:8][CH:9]=2)[CH:4]=[C:3]1[C:11]([NH:13][C@H:14]([C:18]([NH:20][CH:21]([C:30](=[O:33])[CH2:31][F:32])[CH2:22][C:23]([O:25]C(C)(C)C)=[O:24])=[O:19])[CH:15]([CH3:17])[CH3:16])=[O:12].C1(OC)C=CC=CC=1.FC(F)(F)C(O)=O. The catalyst is C(Cl)Cl. The product is [CH3:1][N:2]1[C:10]2[C:5](=[CH:6][CH:7]=[CH:8][CH:9]=2)[CH:4]=[C:3]1[C:11]([NH:13][C@H:14]([C:18]([NH:20][CH:21]([C:30](=[O:33])[CH2:31][F:32])[CH2:22][C:23]([OH:25])=[O:24])=[O:19])[CH:15]([CH3:16])[CH3:17])=[O:12]. The yield is 0.720.